This data is from Catalyst prediction with 721,799 reactions and 888 catalyst types from USPTO. The task is: Predict which catalyst facilitates the given reaction. Reactant: [C:1]([N:4]([CH2:18][C:19]1[CH:24]=[CH:23][CH:22]=[CH:21][C:20]=1[C:25]([OH:27])=O)[C:5]1[CH:10]=[CH:9][CH:8]=[CH:7][C:6]=1[O:11][C:12]1[CH:17]=[CH:16][CH:15]=[CH:14][CH:13]=1)(=[O:3])[CH3:2].S(Cl)(Cl)=O.[CH3:32][N:33]([CH3:42])P(N(C)C)(N(C)C)=O. Product: [C:1]([N:4]([CH2:18][C:19]1[CH:24]=[CH:23][CH:22]=[CH:21][C:20]=1[C:25]([N:33]([CH3:42])[CH3:32])=[O:27])[C:5]1[CH:10]=[CH:9][CH:8]=[CH:7][C:6]=1[O:11][C:12]1[CH:17]=[CH:16][CH:15]=[CH:14][CH:13]=1)(=[O:3])[CH3:2]. The catalyst class is: 7.